Predict the product of the given reaction. From a dataset of Forward reaction prediction with 1.9M reactions from USPTO patents (1976-2016). (1) Given the reactants [OH:1][CH2:2][CH:3]1[C:12]2[C:7](=[CH:8][CH:9]=[C:10]([O:13][CH3:14])[CH:11]=2)[CH2:6][N:5]([C:15]([O:17][C:18]([CH3:21])([CH3:20])[CH3:19])=[O:16])[CH2:4]1.C(N(CC)CC)C.[CH3:29][S:30](Cl)(=[O:32])=[O:31].O, predict the reaction product. The product is: [CH3:14][O:13][C:10]1[CH:11]=[C:12]2[C:7](=[CH:8][CH:9]=1)[CH2:6][N:5]([C:15]([O:17][C:18]([CH3:21])([CH3:20])[CH3:19])=[O:16])[CH2:4][CH:3]2[CH2:2][O:1][S:30]([CH3:29])(=[O:32])=[O:31]. (2) Given the reactants [O:1]1[C:5]([C:6]2[CH:11]=[CH:10][C:9]([NH:12][NH2:13])=[CH:8][CH:7]=2)=[CH:4][N:3]=[CH:2]1.O=[CH:15][C:16]1[CH:24]=[CH:23][C:21]([OH:22])=[C:18]([O:19][CH3:20])[CH:17]=1, predict the reaction product. The product is: [O:1]1[C:5]([C:6]2[CH:7]=[CH:8][C:9]([NH:12][N:13]=[CH:15][C:16]3[CH:24]=[CH:23][C:21]([OH:22])=[C:18]([O:19][CH3:20])[CH:17]=3)=[CH:10][CH:11]=2)=[CH:4][N:3]=[CH:2]1.